Task: Predict the product of the given reaction.. Dataset: Forward reaction prediction with 1.9M reactions from USPTO patents (1976-2016) (1) Given the reactants Cl[CH2:2][C:3]([NH:5][CH2:6][CH2:7][CH2:8][CH2:9][CH2:10][C:11]([OH:13])=[O:12])=[O:4].C(N(CC)CC)C.[F:21][C:22]1[CH:27]=[CH:26][C:25]([SH:28])=[CH:24][CH:23]=1, predict the reaction product. The product is: [F:21][C:22]1[CH:27]=[CH:26][C:25]([S:28][CH2:2][C:3]([NH:5][CH2:6][CH2:7][CH2:8][CH2:9][CH2:10][C:11]([OH:13])=[O:12])=[O:4])=[CH:24][CH:23]=1. (2) Given the reactants Br[C:2]1[CH:3]=[CH:4][C:5]2[NH:6][C:7]3[C:12]([C:13]=2[CH:14]=1)=[CH:11][CH:10]=[CH:9][CH:8]=3.[C:15]1([C:21]2[C:29]3[S:28][C:27]4[C:30](B(O)O)=[CH:31][CH:32]=[CH:33][C:26]=4[C:25]=3[CH:24]=[CH:23][CH:22]=2)[CH:20]=[CH:19][CH:18]=[CH:17][CH:16]=1.CC1C=CC=CC=1P(C1C=CC=CC=1C)C1C=CC=CC=1C.C(=O)([O-])[O-].[Na+].[Na+], predict the reaction product. The product is: [C:15]1([C:21]2[C:29]3[S:28][C:27]4[C:30]([C:2]5[CH:3]=[CH:4][C:5]6[NH:6][C:7]7[C:12]([C:13]=6[CH:14]=5)=[CH:11][CH:10]=[CH:9][CH:8]=7)=[CH:31][CH:32]=[CH:33][C:26]=4[C:25]=3[CH:24]=[CH:23][CH:22]=2)[CH:16]=[CH:17][CH:18]=[CH:19][CH:20]=1. (3) Given the reactants C[O:2][C:3](=O)[C:4]1[CH:9]=[CH:8][C:7]([S:10][C:11]2[CH:16]=[CH:15][C:14]([OH:17])=[CH:13][CH:12]=2)=[C:6]([NH2:18])[CH:5]=1.[H-].[Al+3].[Li+].[H-].[H-].[H-].O, predict the reaction product. The product is: [NH2:18][C:6]1[CH:5]=[C:4]([CH2:3][OH:2])[CH:9]=[CH:8][C:7]=1[S:10][C:11]1[CH:16]=[CH:15][C:14]([OH:17])=[CH:13][CH:12]=1. (4) Given the reactants [Br:1][C:2]1[CH:3]=[C:4]([CH:8]=[O:9])[S:5][C:6]=1Br.C(=O)([O-])[O-].[K+].[K+].[CH3:16][O:17][C:18]1[CH:19]=[C:20]([SH:24])[CH:21]=[CH:22][CH:23]=1.O, predict the reaction product. The product is: [Br:1][C:2]1[CH:3]=[C:4]([CH:8]=[O:9])[S:5][C:6]=1[S:24][C:20]1[CH:21]=[CH:22][CH:23]=[C:18]([O:17][CH3:16])[CH:19]=1. (5) Given the reactants [C:1]([O:12][CH2:13][C:14]1[CH:19]=[CH:18][CH:17]=[CH:16][CH:15]=1)(=[O:11])[C:2]1[CH:10]=[CH:9][CH:8]=[C:4]([C:5]([O-])=[O:6])[CH:3]=1.C(Cl)(=O)C([Cl:23])=O, predict the reaction product. The product is: [Cl:23][C:5]([C:4]1[CH:3]=[C:2]([CH:10]=[CH:9][CH:8]=1)[C:1]([O:12][CH2:13][C:14]1[CH:19]=[CH:18][CH:17]=[CH:16][CH:15]=1)=[O:11])=[O:6]. (6) Given the reactants [C:1]([O:5][C:6]([N:8]1[CH2:13][CH2:12][CH:11]([C@H:14]([NH:16]/[C:17](=[C:19](\[C:24]2[CH:29]=[CH:28][CH:27]=[CH:26][C:25]=2Br)/[C:20]([O:22][CH3:23])=[O:21])/[CH3:18])[CH3:15])[CH2:10][CH2:9]1)=[O:7])([CH3:4])([CH3:3])[CH3:2].ClC1C(P(C2CCCCC2)C2CCCCC2)=C(C2C(OC(C)C)=CC=CC=2OC(C)C)C=CC=1.C[O-].[Na+], predict the reaction product. The product is: [C:1]([O:5][C:6]([N:8]1[CH2:13][CH2:12][CH:11]([C@H:14]([N:16]2[C:29]3[C:24](=[CH:25][CH:26]=[CH:27][CH:28]=3)[C:19]([C:20]([O:22][CH3:23])=[O:21])=[C:17]2[CH3:18])[CH3:15])[CH2:10][CH2:9]1)=[O:7])([CH3:4])([CH3:3])[CH3:2]. (7) Given the reactants Br.[CH3:2][C:3]1([CH3:23])[CH2:12][CH2:11][CH2:10][C:9]2[CH:8]=[C:7]([C:13]3[N:14]=[C:15]([CH:18]4[CH2:22][CH2:21][NH:20][CH2:19]4)[S:16][CH:17]=3)[CH:6]=[CH:5][C:4]1=2.C([O:27][CH2:28][CH2:29][CH2:30][CH2:31]Br)(=O)C.[OH-].[Na+], predict the reaction product. The product is: [CH3:2][C:3]1([CH3:23])[CH2:12][CH2:11][CH2:10][C:9]2[CH:8]=[C:7]([C:13]3[N:14]=[C:15]([CH:18]4[CH2:22][CH2:21][N:20]([CH2:31][CH2:30][CH2:29][CH2:28][OH:27])[CH2:19]4)[S:16][CH:17]=3)[CH:6]=[CH:5][C:4]1=2. (8) Given the reactants [CH:1]1([N:6]2[C:11](=[O:12])[C:10]([C:13]3[CH:18]=[CH:17][CH:16]=[CH:15][N:14]=3)=[CH:9][C:8]([C:19]([O:21]C)=[O:20])=[CH:7]2)[CH2:5][CH2:4][CH2:3][CH2:2]1.[OH-].[Li+].CO.OS(O)(=O)=O, predict the reaction product. The product is: [CH:1]1([N:6]2[C:11](=[O:12])[C:10]([C:13]3[CH:18]=[CH:17][CH:16]=[CH:15][N:14]=3)=[CH:9][C:8]([C:19]([OH:21])=[O:20])=[CH:7]2)[CH2:5][CH2:4][CH2:3][CH2:2]1. (9) The product is: [Br:34][CH2:11][C:8]1[C:7]2[C:2]([CH3:1])=[CH:3][C:4]([CH3:13])=[CH:5][C:6]=2[S:10][N:9]=1. Given the reactants [CH3:1][C:2]1[C:7]2[C:8]([CH2:11]O)=[N:9][S:10][C:6]=2[CH:5]=[C:4]([CH3:13])[CH:3]=1.C1(P(C2C=CC=CC=2)C2C=CC=CC=2)C=CC=CC=1.C(Br)(Br)(Br)[Br:34], predict the reaction product.